Dataset: Reaction yield outcomes from USPTO patents with 853,638 reactions. Task: Predict the reaction yield, written as a fraction of the theoretical maximum amount of product (1.0 means a 100% yield; for example, 0.34 means a 34% yield). (1) The reactants are [OH:1][C@H:2]1[CH2:7][CH2:6][C@H:5]2[C@H:8]3[C@H:18]([CH2:19][CH2:20][C@:3]12[CH3:4])[C@:16]1([CH3:17])[C:11](=[CH:12][C@@H:13]([O:21][C:22](=[O:27])[C:23]([CH3:26])([CH3:25])[CH3:24])[CH2:14][CH2:15]1)[CH2:10][C@H:9]3[CH2:28][CH:29]=[CH2:30].C[N+]1([O-])CCOCC1. The catalyst is ClCCl.[Ru]([O-])(=O)(=O)=O.C([N+](CCC)(CCC)CCC)CC. The product is [CH2:28]([C@@H:9]1[CH2:10][C:11]2[C@:16]([CH3:17])([CH2:15][CH2:14][C@H:13]([O:21][C:22](=[O:27])[C:23]([CH3:26])([CH3:25])[CH3:24])[CH:12]=2)[C@@H:18]2[C@@H:8]1[C@H:5]1[C@@:3]([CH2:20][CH2:19]2)([CH3:4])[C:2](=[O:1])[CH2:7][CH2:6]1)[CH:29]=[CH2:30]. The yield is 0.590. (2) The reactants are [C:1]([CH2:3][NH:4][C:5]([C@@H:7]([NH:18][C:19](=[O:32])[C:20]1[CH:25]=[CH:24][C:23]([N:26]2[CH2:31][CH2:30][O:29][CH2:28][CH2:27]2)=[CH:22][CH:21]=1)[CH2:8][C:9]1[CH:14]=[C:13]([I:15])[C:12]([OH:16])=[C:11]([I:17])[CH:10]=1)=[O:6])#[N:2].CO.[CH3:35][Si](C=[N+]=[N-])(C)C. The catalyst is C(#N)C. The product is [C:1]([CH2:3][NH:4][C:5]([C@@H:7]([NH:18][C:19](=[O:32])[C:20]1[CH:25]=[CH:24][C:23]([N:26]2[CH2:31][CH2:30][O:29][CH2:28][CH2:27]2)=[CH:22][CH:21]=1)[CH2:8][C:9]1[CH:10]=[C:11]([I:17])[C:12]([O:16][CH3:35])=[C:13]([I:15])[CH:14]=1)=[O:6])#[N:2]. The yield is 0.610. (3) The yield is 0.590. The reactants are Cl[C:2]1[N:3]=[CH:4][C:5]2[C:10]([CH:11]=1)=[CH:9][C:8]([C:12]1[CH:13]=[N:14][N:15]([CH2:17][C:18]([CH3:21])([OH:20])[CH3:19])[CH:16]=1)=[CH:7][CH:6]=2.[NH2:22][C:23]1[CH:28]=[CH:27][C:26]([C:29]2[N:33]([CH2:34][CH:35]3[CH2:40][CH2:39][N:38](C(OC(C)(C)C)=O)[CH2:37][CH2:36]3)[C:32]([CH3:48])=[N:31][CH:30]=2)=[CH:25][C:24]=1[O:49][CH3:50].CC1(C)C2C(=C(P(C3C=CC=CC=3)C3C=CC=CC=3)C=CC=2)OC2C(P(C3C=CC=CC=3)C3C=CC=CC=3)=CC=CC1=2.C([O-])([O-])=O.[Cs+].[Cs+]. The catalyst is C1(C)C=CC=CC=1.CN(C=O)C.C1C=CC(/C=C/C(/C=C/C2C=CC=CC=2)=O)=CC=1.C1C=CC(/C=C/C(/C=C/C2C=CC=CC=2)=O)=CC=1.C1C=CC(/C=C/C(/C=C/C2C=CC=CC=2)=O)=CC=1.[Pd].[Pd]. The product is [CH3:50][O:49][C:24]1[CH:25]=[C:26]([C:29]2[N:33]([CH2:34][CH:35]3[CH2:40][CH2:39][NH:38][CH2:37][CH2:36]3)[C:32]([CH3:48])=[N:31][CH:30]=2)[CH:27]=[CH:28][C:23]=1[NH:22][C:2]1[N:3]=[CH:4][C:5]2[C:10]([CH:11]=1)=[CH:9][C:8]([C:12]1[CH:13]=[N:14][N:15]([CH2:17][C:18]([CH3:21])([OH:20])[CH3:19])[CH:16]=1)=[CH:7][CH:6]=2. (4) The reactants are [CH3:1][O:2][C:3]1[CH:8]=[C:7]([CH2:9][N:10]2[CH2:14][CH2:13][CH2:12][CH2:11]2)[CH:6]=[CH:5][C:4]=1[OH:15].CC(C)([O-])C.[K+].CS(O[C@H:27]1[CH2:30][C@@H:29]([CH2:31][N:32]2[CH2:37][CH2:36][O:35][CH2:34][CH2:33]2)[CH2:28]1)(=O)=O. The catalyst is CS(C)=O.[Br-].C([N+](CCCC)(CCCC)CCCC)CCC.CCOC(C)=O. The product is [CH3:1][O:2][C:3]1[CH:8]=[C:7]([CH2:9][N:10]2[CH2:14][CH2:13][CH2:12][CH2:11]2)[CH:6]=[CH:5][C:4]=1[O:15][C@H:27]1[CH2:28][C@H:29]([CH2:31][N:32]2[CH2:33][CH2:34][O:35][CH2:36][CH2:37]2)[CH2:30]1. The yield is 0.690. (5) The reactants are [F:1][C:2]1[CH:7]=[CH:6][C:5]([S:8]([N:11]([CH3:13])[CH3:12])(=[O:10])=[O:9])=[CH:4][CH:3]=1.S(=O)(=O)(O)O.[Br:19]N1C(=O)CCC1=O. No catalyst specified. The product is [Br:19][C:7]1[CH:6]=[C:5]([S:8]([N:11]([CH3:13])[CH3:12])(=[O:10])=[O:9])[CH:4]=[CH:3][C:2]=1[F:1]. The yield is 0.820. (6) The reactants are [C:1]([C:3]1[CH:17]=[C:16](I)[C:6]2[N:7]([C:10]3[CH:15]=[CH:14][CH:13]=[CH:12][CH:11]=3)[CH:8]=[N:9][C:5]=2[CH:4]=1)#[N:2].[F:19][C:20]1[CH:21]=[C:22](B(O)O)[CH:23]=[CH:24][CH:25]=1.C(=O)([O-])[O-].[K+].[K+].C(NC1C=C(C2C3N(C4C=CC=CC=4)C=NC=3C=C(C#N)C=2)C=CC=1)(=O)C. The catalyst is C1C=CC([P]([Pd]([P](C2C=CC=CC=2)(C2C=CC=CC=2)C2C=CC=CC=2)([P](C2C=CC=CC=2)(C2C=CC=CC=2)C2C=CC=CC=2)[P](C2C=CC=CC=2)(C2C=CC=CC=2)C2C=CC=CC=2)(C2C=CC=CC=2)C2C=CC=CC=2)=CC=1.C(O)C.C1(C)C=CC=CC=1. The product is [C:1]([C:3]1[CH:17]=[C:16]([C:24]2[CH:23]=[CH:22][CH:21]=[C:20]([F:19])[CH:25]=2)[C:6]2[N:7]([C:10]3[CH:15]=[CH:14][CH:13]=[CH:12][CH:11]=3)[CH:8]=[N:9][C:5]=2[CH:4]=1)#[N:2]. The yield is 0.430. (7) The reactants are CO[C:3](=[O:21])[C:4]1[CH:9]=[C:8]([C:10]2[N:11]([CH:15]([CH3:17])[CH3:16])[N:12]=[CH:13][CH:14]=2)[C:7]([CH2:18][F:19])=[CH:6][C:5]=1[NH2:20].CC[N:24]([CH2:27]C)CC.[CH3:29][S:30]([NH:33]N)(=[O:32])=[O:31].[OH-:35].[Na+]. The yield is 0.690. The catalyst is C(Cl)Cl. The product is [F:19][CH2:18][C:7]1[CH:6]=[C:5]2[C:4]([C:3](=[O:21])[N:24]([NH:33][S:30]([CH3:29])(=[O:32])=[O:31])[C:27](=[O:35])[NH:20]2)=[CH:9][C:8]=1[C:10]1[N:11]([CH:15]([CH3:16])[CH3:17])[N:12]=[CH:13][CH:14]=1. (8) The reactants are [F:1][C:2]1[CH:7]=[CH:6][C:5]([OH:8])=[C:4]([CH3:9])[C:3]=1[NH:10][CH2:11][C:12]1[CH:17]=[C:16]([C:18]2[CH:23]=[CH:22][CH:21]=[C:20]([F:24])[CH:19]=2)[CH:15]=[C:14]([CH3:25])[C:13]=1[O:26][CH3:27].C([O-])([O-])=O.[Cs+].[Cs+].Br[CH2:35][C:36]([O:38][CH:39]([CH3:41])[CH3:40])=[O:37].O. The catalyst is CC(C)=O. The product is [F:1][C:2]1[CH:7]=[CH:6][C:5]([O:8][CH2:35][C:36]([O:38][CH:39]([CH3:41])[CH3:40])=[O:37])=[C:4]([CH3:9])[C:3]=1[NH:10][CH2:11][C:12]1[CH:17]=[C:16]([C:18]2[CH:23]=[CH:22][CH:21]=[C:20]([F:24])[CH:19]=2)[CH:15]=[C:14]([CH3:25])[C:13]=1[O:26][CH3:27]. The yield is 0.540. (9) The reactants are Cl[C:2]1[N:3]=[C:4]([N:18]2[CH2:21][C:20]([F:23])([F:22])[CH2:19]2)[C:5]2[CH2:10][CH2:9][CH:8]([C:11]3[CH:16]=[CH:15][C:14]([F:17])=[CH:13][CH:12]=3)[C:6]=2[N:7]=1.[Cl:24][C:25]1[N:29]=[CH:28][N:27]([C:30]2[CH:36]=[CH:35][C:33]([NH2:34])=[CH:32][C:31]=2[O:37][CH3:38])[N:26]=1.C(O)(=O)C. The catalyst is C1COCC1.CO. The product is [Cl:24][C:25]1[N:29]=[CH:28][N:27]([C:30]2[CH:36]=[CH:35][C:33]([NH:34][C:2]3[N:3]=[C:4]([N:18]4[CH2:19][C:20]([F:23])([F:22])[CH2:21]4)[C:5]4[CH2:10][CH2:9][CH:8]([C:11]5[CH:16]=[CH:15][C:14]([F:17])=[CH:13][CH:12]=5)[C:6]=4[N:7]=3)=[CH:32][C:31]=2[O:37][CH3:38])[N:26]=1. The yield is 0.492. (10) The reactants are [NH2:1][C:2]1[C:10]([CH3:11])=[CH:9][CH:8]=[CH:7][C:3]=1[C:4]([NH2:6])=[O:5].CCN(C(C)C)C(C)C.Cl[C:22](=[O:28])[C:23]([O:25][CH2:26][CH3:27])=[O:24]. The catalyst is C1COCC1. The product is [C:4]([C:3]1[CH:7]=[CH:8][CH:9]=[C:10]([CH3:11])[C:2]=1[NH:1][C:22](=[O:28])[C:23]([O:25][CH2:26][CH3:27])=[O:24])(=[O:5])[NH2:6]. The yield is 0.200.